From a dataset of Full USPTO retrosynthesis dataset with 1.9M reactions from patents (1976-2016). Predict the reactants needed to synthesize the given product. (1) Given the product [I-:2].[CH2:22]([N:20]1[C:30]([CH3:35])=[C:29]([CH3:1])[N+:18]([O:40][CH3:38])=[CH:19]1)[C:23]1[CH:24]=[CH:25][CH:26]=[CH:27][CH:28]=1, predict the reactants needed to synthesize it. The reactants are: [CH3:1][I:2].[N+]1([O-])C=CNC=1.C(N1C[N:20]([CH2:22][C:23]2[CH:28]=[CH:27][CH:26]=[CH:25][CH:24]=2)[CH2:19][N:18]([CH2:29][C:30]2[CH:35]=CC=CC=2)C1)C1C=CC=CC=1.CC(=NO)[C:38](=[O:40])C. (2) The reactants are: I[C:2]1[C:3]([C:8]([CH3:12])([CH3:11])[C:9]#[N:10])=[N:4][CH:5]=[CH:6][CH:7]=1.[C:13]([Si:15]([CH3:18])([CH3:17])[CH3:16])#[CH:14]. Given the product [CH3:11][C:8]([C:3]1[C:2]([C:14]#[C:13][Si:15]([CH3:18])([CH3:17])[CH3:16])=[CH:7][CH:6]=[CH:5][N:4]=1)([CH3:12])[C:9]#[N:10], predict the reactants needed to synthesize it. (3) Given the product [Cl:1][C:2]1[CH:3]=[C:4]([C:24]([NH:38][OH:39])=[NH:25])[CH:5]=[C:6]2[C:10]=1[C:9](=[O:11])[N:8]([CH2:12][C:13]1[CH:18]=[CH:17][C:16]([O:19][C:20]([F:21])([F:22])[F:23])=[CH:15][CH:14]=1)[CH2:7]2, predict the reactants needed to synthesize it. The reactants are: [Cl:1][C:2]1[CH:3]=[C:4]([C:24]#[N:25])[CH:5]=[C:6]2[C:10]=1[C:9](=[O:11])[N:8]([CH2:12][C:13]1[CH:18]=[CH:17][C:16]([O:19][C:20]([F:23])([F:22])[F:21])=[CH:15][CH:14]=1)[CH2:7]2.OC1C=CC=C2C=1N=CC=C2.Cl.[NH2:38][OH:39].C(=O)([O-])[O-].[Na+].[Na+]. (4) Given the product [CH3:1][O:2][C:3]1[CH:4]=[CH:5][C:6]([C:9]2[S:13][C:12]([C:14]([NH:16][C:17]3([C:20]([OH:22])=[O:21])[CH2:19][CH2:18]3)=[O:15])=[C:11]([NH:24][C:25]([NH:27][C:28]3[C:33]([CH3:34])=[CH:32][C:31]([CH3:35])=[CH:30][C:29]=3[CH3:36])=[O:26])[CH:10]=2)=[CH:7][CH:8]=1, predict the reactants needed to synthesize it. The reactants are: [CH3:1][O:2][C:3]1[CH:8]=[CH:7][C:6]([C:9]2[S:13][C:12]([C:14]([NH:16][C:17]3([C:20]([O:22]C)=[O:21])[CH2:19][CH2:18]3)=[O:15])=[C:11]([NH:24][C:25]([NH:27][C:28]3[C:33]([CH3:34])=[CH:32][C:31]([CH3:35])=[CH:30][C:29]=3[CH3:36])=[O:26])[CH:10]=2)=[CH:5][CH:4]=1.[OH-].[Li+]. (5) Given the product [F:30][C:31]1[CH:36]=[C:35]([N+:37]([O-:39])=[O:38])[CH:34]=[CH:33][C:32]=1[O:40][C:2]1[C:11]2[C:6](=[CH:7][C:8]([O:19][CH3:20])=[C:9]([C:12]([O:14][C:15]([CH3:18])([CH3:17])[CH3:16])=[O:13])[CH:10]=2)[N:5]=[CH:4][CH:3]=1, predict the reactants needed to synthesize it. The reactants are: Cl[C:2]1[C:11]2[C:6](=[CH:7][C:8]([O:19][CH3:20])=[C:9]([C:12]([O:14][C:15]([CH3:18])([CH3:17])[CH3:16])=[O:13])[CH:10]=2)[N:5]=[CH:4][CH:3]=1.C(N(C(C)C)CC)(C)C.[F:30][C:31]1[CH:36]=[C:35]([N+:37]([O-:39])=[O:38])[CH:34]=[CH:33][C:32]=1[OH:40]. (6) Given the product [C:8]([C:7]1[CH:10]=[CH:11][C:4]([NH:3][C:18](=[O:19])[O:17][C:13]([CH3:16])([CH3:15])[CH3:14])=[C:5]([I:12])[CH:6]=1)#[N:9], predict the reactants needed to synthesize it. The reactants are: [H-].[Na+].[NH2:3][C:4]1[CH:11]=[CH:10][C:7]([C:8]#[N:9])=[CH:6][C:5]=1[I:12].[C:13]([O:17][C:18](O[C:18]([O:17][C:13]([CH3:16])([CH3:15])[CH3:14])=[O:19])=[O:19])([CH3:16])([CH3:15])[CH3:14]. (7) Given the product [C:19]([OH:21])(=[O:20])[C:18]1[CH:22]=[CH:23][N:24]=[CH:16][CH:17]=1, predict the reactants needed to synthesize it. The reactants are: [Na].[K].C(O)C=C.C(O)C1C=CC=CC=1.Cl[C:16]1[CH:17]=[C:18]([CH:22]=[C:23](Cl)[N:24]=1)[C:19]([OH:21])=[O:20].